From a dataset of Full USPTO retrosynthesis dataset with 1.9M reactions from patents (1976-2016). Predict the reactants needed to synthesize the given product. (1) Given the product [F:1][C:2]1[C:7]([F:8])=[C:6]([N+:9]([O-:11])=[O:10])[CH:5]=[CH:4][C:3]=1[CH2:12][C:13]([OH:15])=[O:14], predict the reactants needed to synthesize it. The reactants are: [F:1][C:2]1[C:7]([F:8])=[C:6]([N+:9]([O-:11])=[O:10])[CH:5]=[CH:4][C:3]=1[CH:12](C(OCC)=O)[C:13]([O:15]CC)=[O:14].FC1C(F)=CC=C([N+]([O-])=O)C=1C(C(OCC)=O)C(OCC)=O.Cl. (2) Given the product [O:20]=[S:16]1(=[O:21])[CH2:17][CH2:18][CH2:19][CH:14]([C:5]2[C:4]3[C:8](=[C:9]([C:11]([NH2:13])=[O:12])[CH:10]=[C:2]([C:23]4[O:22][CH:26]=[CH:25][CH:24]=4)[CH:3]=3)[NH:7][CH:6]=2)[CH2:15]1, predict the reactants needed to synthesize it. The reactants are: Br[C:2]1[CH:3]=[C:4]2[C:8](=[C:9]([C:11]([NH2:13])=[O:12])[CH:10]=1)[NH:7][CH:6]=[C:5]2[CH:14]1[CH2:19][CH2:18][CH2:17][S:16](=[O:21])(=[O:20])[CH2:15]1.[O:22]1[CH:26]=[CH:25][CH:24]=[C:23]1B(O)O.C(=O)([O-])[O-].[K+].[K+]. (3) The reactants are: [O:1]=[S:2]1(=[O:35])[CH2:7][CH2:6][N:5]([C:8]2[CH:13]=[CH:12][C:11]([C:14]3[O:18][C:17]([C:19]4[CH:24]=[CH:23][C:22]([F:25])=[CH:21][CH:20]=4)=[N:16][C:15]=3[C@@H:26]3[CH2:31][CH2:30][CH2:29][CH2:28][C@H:27]3[C:32]([OH:34])=O)=[CH:10][CH:9]=2)[CH2:4][CH2:3]1.Cl.[NH2:37][C:38]1([C:41]#[N:42])[CH2:40][CH2:39]1.CCN(C(C)C)C(C)C.CN(C(ON1N=NC2C=CC=NC1=2)=[N+](C)C)C.F[P-](F)(F)(F)(F)F. Given the product [C:41]([C:38]1([NH:37][C:32]([C@@H:27]2[CH2:28][CH2:29][CH2:30][CH2:31][C@H:26]2[C:15]2[N:16]=[C:17]([C:19]3[CH:24]=[CH:23][C:22]([F:25])=[CH:21][CH:20]=3)[O:18][C:14]=2[C:11]2[CH:10]=[CH:9][C:8]([N:5]3[CH2:4][CH2:3][S:2](=[O:35])(=[O:1])[CH2:7][CH2:6]3)=[CH:13][CH:12]=2)=[O:34])[CH2:40][CH2:39]1)#[N:42], predict the reactants needed to synthesize it. (4) Given the product [CH3:37][C:36]1([CH3:38])[CH2:35][C:34]2[C:29](=[CH:30][CH:31]=[C:32]([C:39]([O:41][CH3:42])=[O:40])[CH:33]=2)[N:28]=[C:27]1[C:23]1[CH:24]=[CH:25][CH:26]=[C:21]([S:18](=[O:20])(=[O:19])[NH:1][C:2]2[CH:7]=[CH:6][CH:5]=[CH:4][CH:3]=2)[CH:22]=1, predict the reactants needed to synthesize it. The reactants are: [NH2:1][C:2]1[CH:7]=[CH:6][CH:5]=[CH:4][CH:3]=1.C(N(CC)C(C)C)(C)C.Cl[S:18]([C:21]1[CH:22]=[C:23]([C:27]2[C:36]([CH3:38])([CH3:37])[CH2:35][C:34]3[C:29](=[CH:30][CH:31]=[C:32]([C:39]([O:41][CH3:42])=[O:40])[CH:33]=3)[N:28]=2)[CH:24]=[CH:25][CH:26]=1)(=[O:20])=[O:19]. (5) Given the product [F:17][C:5]1[CH:4]=[CH:3][CH:2]=[C:7]([F:8])[C:6]=1[NH:9][C:10]([C:12]1[S:13][C:14]([C:27]2[C:19]([CH3:18])=[CH:20][C:21]3[S:25][CH:24]=[N:23][C:22]=3[CH:26]=2)=[CH:15][CH:16]=1)=[O:11], predict the reactants needed to synthesize it. The reactants are: Br[C:2]1[CH:3]=[CH:4][C:5]([F:17])=[C:6]([NH:9][C:10]([C:12]2[S:13][CH:14]=[CH:15][CH:16]=2)=[O:11])[C:7]=1[F:8].[CH3:18][C:19]1[C:27](B2OC(C)(C)C(C)(C)O2)=[CH:26][C:22]2[N:23]=[CH:24][S:25][C:21]=2[CH:20]=1.C(=O)([O-])[O-].[Na+].[Na+].CC(=O)OCC.[Cl-].[Na+].O. (6) The reactants are: [CH3:1][NH:2][CH3:3].[F:4][P-:5]([F:10])([F:9])([F:8])([F:7])[F:6].Cl/[C:12](/[C:18]1[CH:19]=[N:20][N:21]2[CH:26]=[CH:25][CH:24]=[CH:23][C:22]=12)=[CH:13]\[CH:14]=[N+:15]([CH3:17])[CH3:16]. Given the product [F:4][P-:5]([F:10])([F:9])([F:8])([F:7])[F:6].[CH3:1][N:2]([CH3:3])/[C:12](/[C:18]1[CH:19]=[N:20][N:21]2[CH:26]=[CH:25][CH:24]=[CH:23][C:22]=12)=[CH:13]\[CH:14]=[N+:15]([CH3:17])[CH3:16], predict the reactants needed to synthesize it.